This data is from Forward reaction prediction with 1.9M reactions from USPTO patents (1976-2016). The task is: Predict the product of the given reaction. (1) Given the reactants [Br:1][C:2]1[C:29]([F:30])=[CH:28][C:5]([CH2:6][N:7]([CH2:18][CH2:19][NH:20]C(OC(C)(C)C)=O)[C:8](=[O:17])[O:9][CH2:10][C:11]2[CH:16]=[CH:15][CH:14]=[CH:13][CH:12]=2)=[C:4]([F:31])[CH:3]=1.FC(F)(F)C(O)=O, predict the reaction product. The product is: [NH2:20][CH2:19][CH2:18][N:7]([CH2:6][C:5]1[CH:28]=[C:29]([F:30])[C:2]([Br:1])=[CH:3][C:4]=1[F:31])[C:8](=[O:17])[O:9][CH2:10][C:11]1[CH:16]=[CH:15][CH:14]=[CH:13][CH:12]=1. (2) Given the reactants [C-:1]#[N:2].[K+].[NH:4]1[CH2:9][CH2:8][CH2:7][CH2:6][CH2:5]1.[O:10]1[C:14]2([CH2:19][CH2:18][CH:17]([CH:20]=O)[CH2:16][CH2:15]2)[O:13][CH2:12][CH2:11]1.C(OCC)(=O)C, predict the reaction product. The product is: [N:4]1([CH:20]([CH:17]2[CH2:16][CH2:15][C:14]3([O:10][CH2:11][CH2:12][O:13]3)[CH2:19][CH2:18]2)[C:1]#[N:2])[CH2:9][CH2:8][CH2:7][CH2:6][CH2:5]1. (3) Given the reactants [Cl:1][C:2]1[CH:7]=[CH:6][CH:5]=[C:4]([Cl:8])[C:3]=1[C:9]1[S:10][C:11]2[C:12]([NH:18][C:19]3[N:24]=[CH:23][N:22]=[C:21]([CH2:25][N:26]4C(=O)C5C(=CC=CC=5)C4=O)[CH:20]=3)=[N:13][CH:14]=[CH:15][C:16]=2[N:17]=1.BrC1C2SC(C3C(Cl)=CC=CC=3Cl)=NC=2C=CN=1.NC1N=CN=C(CN2C(=O)C3C(=CC=CC=3)C2=O)C=1.CC1(C)C2C(=C(P(C3C=CC=CC=3)C3C=CC=CC=3)C=CC=2)OC2C(P(C3C=CC=CC=3)C3C=CC=CC=3)=CC=CC1=2.C([O-])([O-])=O.[Cs+].[Cs+], predict the reaction product. The product is: [NH2:26][CH2:25][C:21]1[N:22]=[CH:23][N:24]=[C:19]([NH:18][C:12]2[C:11]3[S:10][C:9]([C:3]4[C:2]([Cl:1])=[CH:7][CH:6]=[CH:5][C:4]=4[Cl:8])=[N:17][C:16]=3[CH:15]=[CH:14][N:13]=2)[CH:20]=1. (4) Given the reactants CN([CH:4]=[C:5]1[C:9](=O)[CH2:8][CH:7]([C:11]([O:13][CH3:14])=[O:12])[CH2:6]1)C.Cl.[NH2:16][C:17]([NH2:19])=[NH:18].C[O-].[Na+], predict the reaction product. The product is: [NH2:18][C:17]1[N:19]=[CH:4][C:5]2[CH2:6][CH:7]([C:11]([O:13][CH3:14])=[O:12])[CH2:8][C:9]=2[N:16]=1. (5) Given the reactants [NH2:1][C:2]1[N:3]=[CH:4][C:5]2[CH2:11][N:10]([C:12]3[C:13](=[O:19])[NH:14][CH:15]=[CH:16][C:17]=3[CH3:18])[CH2:9][CH2:8][C:6]=2[N:7]=1.I[C:21]1[CH:26]=[CH:25][CH:24]=[C:23]([CH3:27])[CH:22]=1.CNCCNC.P([O-])([O-])([O-])=O.[K+].[K+].[K+], predict the reaction product. The product is: [NH2:1][C:2]1[N:3]=[CH:4][C:5]2[CH2:11][N:10]([CH:12]3[C:17]([CH3:18])=[CH:16][CH2:15][N:14]([C:21]4[CH:22]=[C:23]([CH3:27])[CH:24]=[CH:25][CH:26]=4)[C:13]3=[O:19])[CH2:9][CH2:8][C:6]=2[N:7]=1.